Dataset: Full USPTO retrosynthesis dataset with 1.9M reactions from patents (1976-2016). Task: Predict the reactants needed to synthesize the given product. (1) Given the product [CH2:19]([O:21][C:22]1[CH:23]=[C:24]([NH:25][C:15](=[O:17])[CH2:14][C:9]2[NH:10][C:11](=[O:13])[CH:12]=[C:7]([N:1]3[CH2:2][CH2:3][O:4][CH2:5][CH2:6]3)[N:8]=2)[CH:26]=[CH:27][CH:28]=1)[CH3:20], predict the reactants needed to synthesize it. The reactants are: [N:1]1([C:7]2[N:8]=[C:9]([CH2:14][C:15]([O-:17])=O)[NH:10][C:11](=[O:13])[CH:12]=2)[CH2:6][CH2:5][O:4][CH2:3][CH2:2]1.[Na+].[CH2:19]([O:21][C:22]1[CH:23]=[C:24]([CH:26]=[CH:27][CH:28]=1)[NH2:25])[CH3:20]. (2) Given the product [F:32][C:33]1([F:39])[CH2:38][CH2:37][N:36]([C:2]2[CH:11]=[CH:10][C:9]([S:12]([CH3:15])(=[O:14])=[O:13])=[CH:8][C:3]=2[C:4]([O:6][CH3:7])=[O:5])[CH2:35][CH2:34]1, predict the reactants needed to synthesize it. The reactants are: Cl[C:2]1[CH:11]=[CH:10][C:9]([S:12]([CH3:15])(=[O:14])=[O:13])=[CH:8][C:3]=1[C:4]([O:6][CH3:7])=[O:5].CCN(C(C)C)C(C)C.C(=O)([O-])[O-].[K+].[K+].Cl.[F:32][C:33]1([F:39])[CH2:38][CH2:37][NH:36][CH2:35][CH2:34]1. (3) Given the product [Cl:1][C:2]1[C:7]([CH2:8][N:29]([CH3:28])[CH:30]2[C:39]3[C:34](=[CH:35][CH:36]=[CH:37][CH:38]=3)[CH2:33][CH2:32][CH2:31]2)=[C:6]([C:10]([N:12]2[CH2:16][CH2:15][CH2:14][CH2:13]2)=[O:11])[CH:5]=[C:4]([Cl:17])[N:3]=1, predict the reactants needed to synthesize it. The reactants are: [Cl:1][C:2]1[C:7]([CH2:8]O)=[C:6]([C:10]([N:12]2[CH2:16][CH2:15][CH2:14][CH2:13]2)=[O:11])[CH:5]=[C:4]([Cl:17])[N:3]=1.O=S(Cl)Cl.C([O-])([O-])=O.[K+].[K+].[CH3:28][NH:29][C@@H:30]1[C:39]2[C:34](=[CH:35][CH:36]=[CH:37][CH:38]=2)[CH2:33][CH2:32][CH2:31]1. (4) Given the product [Br:1][C:2]1[CH:3]=[C:4]2[C:9](=[CH:10][CH:11]=1)[N:8]=[C:7]([O:24][CH3:23])[C:6]([CH2:13][C:14]1[CH:21]=[CH:20][C:17]([C:18]#[N:19])=[CH:16][CH:15]=1)=[C:5]2[Cl:22], predict the reactants needed to synthesize it. The reactants are: [Br:1][C:2]1[CH:3]=[C:4]2[C:9](=[CH:10][CH:11]=1)[N:8]=[C:7](Cl)[C:6]([CH2:13][C:14]1[CH:21]=[CH:20][C:17]([C:18]#[N:19])=[CH:16][CH:15]=1)=[C:5]2[Cl:22].[CH3:23][O-:24].[Na+]. (5) Given the product [C:21]1([C:2]2[CH:7]=[CH:6][N:5]=[C:4]([N:8]3[CH2:13][CH2:12][N:11]([C:14]([O:16][C:17]([CH3:20])([CH3:19])[CH3:18])=[O:15])[CH2:10][CH2:9]3)[N:3]=2)[CH:26]=[CH:25][CH:24]=[CH:23][CH:22]=1, predict the reactants needed to synthesize it. The reactants are: Cl[C:2]1[CH:7]=[CH:6][N:5]=[C:4]([N:8]2[CH2:13][CH2:12][N:11]([C:14]([O:16][C:17]([CH3:20])([CH3:19])[CH3:18])=[O:15])[CH2:10][CH2:9]2)[N:3]=1.[C:21]1(B(O)O)[CH:26]=[CH:25][CH:24]=[CH:23][CH:22]=1.P([O-])([O-])([O-])=O.[K+].[K+].[K+]. (6) Given the product [Cl:20][C:15]1[CH:16]=[CH:17][CH:18]=[CH:19][C:14]=1[NH:13][C:8]1[C:7]([F:21])=[C:6]([F:22])[CH:5]=[C:4]2[C:9]=1[C:10](=[O:11])[NH:25][N:24]=[C:1]2[CH3:2], predict the reactants needed to synthesize it. The reactants are: [C:1]([C:4]1[C:9]([C:10](O)=[O:11])=[C:8]([NH:13][C:14]2[CH:19]=[CH:18][CH:17]=[CH:16][C:15]=2[Cl:20])[C:7]([F:21])=[C:6]([F:22])[CH:5]=1)(=O)[CH3:2].O.[NH2:24][NH2:25].Cl. (7) Given the product [N+:32]([C:35]1[CH:43]=[C:42]2[C:38]([CH:39]=[CH:40][N:41]2[C:6]2[CH:7]=[C:2]([OH:25])[CH:3]=[C:4]([NH:17][C:18]3[CH:19]=[N:20][CH:21]=[CH:22][CH:23]=3)[CH:5]=2)=[CH:37][CH:36]=1)([O-:34])=[O:33], predict the reactants needed to synthesize it. The reactants are: Br[C:2]1[CH:3]=[C:4]([NH:17][C:18]2[CH:19]=[N:20][CH:21]=[CH:22][CH:23]=2)[CH:5]=[C:6](CC2C=CC(OC)=CC=2)[CH:7]=1.P([O-])([O-])([O-])=[O:25].[K+].[K+].[K+].[N+:32]([C:35]1[CH:43]=[C:42]2[C:38]([CH:39]=[CH:40][NH:41]2)=[CH:37][CH:36]=1)([O-:34])=[O:33].CNCCNC.